This data is from Experimentally validated miRNA-target interactions with 360,000+ pairs, plus equal number of negative samples. The task is: Binary Classification. Given a miRNA mature sequence and a target amino acid sequence, predict their likelihood of interaction. (1) The miRNA is hsa-miR-3922-3p with sequence UCUGGCCUUGACUUGACUCUUU. The protein sequence of the target gene is MARPHPWWLCVLGTLVGLSATPAPKSCPERHYWAQGKLCCQMCEPGTFLVKDCDQHRKAAQCDPCIPGVSFSPDHHTRPHCESCRHCNSGLLVRNCTITANAECACRNGWQCRDKECTECDPLPNPSLTARSSQALSPHPQPTHLPYVSEMLEARTAGHMQTLADFRQLPARTLSTHWPPQRSLCSSDFIRILVIFSGMFLVFTLAGALFLHQRRKYRSNKGESPVEPAEPCHYSCPREEEGSTIPIQEDYRKPEPACSP. Result: 0 (no interaction). (2) The miRNA is mmu-miR-7b-5p with sequence UGGAAGACUUGUGAUUUUGUUGUU. The protein sequence of the target gene is MPPPAPGARLRLLAAAALAGLAVISRGLLSQSLEFSSPADNYTVCEGDNATLSCFIDEHVTRVAWLNRSNILYAGNDRWTSDPRVRLLINTPEEFSILITQVGLGDEGLYTCSFQTRHQPYTTQVYLIVHVPARIVNISSPVAVNEGGNVNLLCLAVGRPEPTVTWRQLRDGFTSEGEILEISDIQRGQAGEYECVTHNGVNSAPDSRRVLVTVNYPPTITDVTSARTALGRAALLRCEAMAVPPADFQWYKDDRLLSSGSAEGLKVQTERTRSMLLFANVSARHYGNYTCRAANRLGAS.... Result: 1 (interaction). (3) The protein sequence of the target gene is MKKKQTVQGTFSKLFGKKHTTTPSTSLYATNPPWIFTQEAPEEGTGGFDGIYYGDNRFNTVSESGTATLKARPRVRPLLTFLPLNAQENHGLAVPTPSVPDDFADKEVTGTSSLVNGNLRLYSSVGDLRPGQYGQDLLIPPPPPGPAPGPPQDISEPPGGSPLPSPPSTAPPPPPLLLEPPPPPSMAPPPPPVLEALSPPHTLSSPSIPTPPDFIPPAPPLAFLAPPPPPVPAPAPPAPASPHTVGTRLFPPGGVTKWKSDVALNGRQAEATRASPPRSPAEPKGSALGPNPEPHLTFPR.... The miRNA is hsa-miR-1273h-5p with sequence CUGGGAGGUCAAGGCUGCAGU. Result: 1 (interaction).